Dataset: Retrosynthesis with 50K atom-mapped reactions and 10 reaction types from USPTO. Task: Predict the reactants needed to synthesize the given product. (1) Given the product Cc1ccc2ccnc(Nc3ccc(Cl)cn3)c2n1, predict the reactants needed to synthesize it. The reactants are: Cc1ccc2ccnc(Cl)c2n1.Nc1ccc(Cl)cn1. (2) The reactants are: CN(C)CCO.Cc1ccc(-c2ncc[nH]2)cc1NC(=O)c1ccc(OCc2cc(Cl)ccn2)cc1. Given the product Cc1ccc(-c2ncc[nH]2)cc1NC(=O)c1ccc(OCc2cc(OCCN(C)C)ccn2)cc1, predict the reactants needed to synthesize it. (3) Given the product O=C(CCS)NC/C=C\COc1cc(CN2CCCCC2)ccn1, predict the reactants needed to synthesize it. The reactants are: CC(=O)SCCC(=O)NC/C=C\COc1cc(CN2CCCCC2)ccn1. (4) The reactants are: COC(=O)c1ccc(OCC(C)=O)cc1.NNc1ccc(F)cc1. Given the product COC(=O)c1ccc(OC/C(C)=N\Nc2ccc(F)cc2)cc1, predict the reactants needed to synthesize it. (5) Given the product O=C(O)CSc1nc2ncc(-c3cn(Cc4cc(Cl)c(Cl)c(Cl)c4)nn3)nc2s1, predict the reactants needed to synthesize it. The reactants are: CCOC(=O)CSc1nc2ncc(-c3cn(Cc4cc(Cl)c(Cl)c(Cl)c4)nn3)nc2s1.